This data is from Reaction yield outcomes from USPTO patents with 853,638 reactions. The task is: Predict the reaction yield, written as a fraction of the theoretical maximum amount of product (1.0 means a 100% yield; for example, 0.34 means a 34% yield). (1) The reactants are FC(F)(F)S(O[C:7]1[CH2:14][CH:13]2[CH2:15][CH:9]([CH2:10][N:11]([C:16]([O:18][CH2:19][CH3:20])=[O:17])[CH2:12]2)[CH:8]=1)(=O)=O.C(=O)([O-])[O-].[Na+].[Na+].[Cl-].[Li+].[O:31]([C:38]1[CH:39]=[C:40](B(O)O)[CH:41]=[N:42][CH:43]=1)[C:32]1[CH:37]=[CH:36][CH:35]=[CH:34][CH:33]=1. The catalyst is C(COC)OC.O.C1C=CC([P]([Pd]([P](C2C=CC=CC=2)(C2C=CC=CC=2)C2C=CC=CC=2)([P](C2C=CC=CC=2)(C2C=CC=CC=2)C2C=CC=CC=2)[P](C2C=CC=CC=2)(C2C=CC=CC=2)C2C=CC=CC=2)(C2C=CC=CC=2)C2C=CC=CC=2)=CC=1. The product is [O:31]([C:38]1[CH:39]=[C:40]([C:7]2[CH2:14][CH:13]3[CH2:15][CH:9]([CH2:10][N:11]([C:16]([O:18][CH2:19][CH3:20])=[O:17])[CH2:12]3)[CH:8]=2)[CH:41]=[N:42][CH:43]=1)[C:32]1[CH:33]=[CH:34][CH:35]=[CH:36][CH:37]=1. The yield is 0.870. (2) The reactants are [Br:1][C:2]1[N:7]=[C:6](I)[C:5]([NH2:9])=[CH:4][CH:3]=1.CCO.C([O-])([O-])=O.[Na+].[Na+].[CH3:19][C:20]1([CH3:29])[CH2:25][CH2:24][C:23](B(O)O)=[CH:22][CH2:21]1. The catalyst is C1(C)C=CC=CC=1.CCOC(C)=O.C1C=CC([P]([Pd]([P](C2C=CC=CC=2)(C2C=CC=CC=2)C2C=CC=CC=2)([P](C2C=CC=CC=2)(C2C=CC=CC=2)C2C=CC=CC=2)[P](C2C=CC=CC=2)(C2C=CC=CC=2)C2C=CC=CC=2)(C2C=CC=CC=2)C2C=CC=CC=2)=CC=1. The product is [Br:1][C:2]1[N:7]=[C:6]([C:23]2[CH2:24][CH2:25][C:20]([CH3:29])([CH3:19])[CH2:21][CH:22]=2)[C:5]([NH2:9])=[CH:4][CH:3]=1. The yield is 0.710.